From a dataset of Reaction yield outcomes from USPTO patents with 853,638 reactions. Predict the reaction yield, written as a fraction of the theoretical maximum amount of product (1.0 means a 100% yield; for example, 0.34 means a 34% yield). The reactants are [CH3:1][C:2]1[S:11][C:5]2[N:6]=[CH:7][N:8]=[C:9]([OH:10])[C:4]=2[CH:3]=1.[Br:12]Br. The catalyst is C(O)(=O)C. The product is [Br:12][C:3]1[C:4]2[C:9]([OH:10])=[N:8][CH:7]=[N:6][C:5]=2[S:11][C:2]=1[CH3:1]. The yield is 0.790.